This data is from Reaction yield outcomes from USPTO patents with 853,638 reactions. The task is: Predict the reaction yield, written as a fraction of the theoretical maximum amount of product (1.0 means a 100% yield; for example, 0.34 means a 34% yield). The reactants are C(OC([NH:11][C@@H:12]([CH2:20][C:21]1[CH:26]=[CH:25][C:24]([O:27][CH2:28][CH2:29][CH2:30][C:31]([O:33][CH2:34][CH3:35])=[O:32])=[CH:23][CH:22]=1)[C:13]([O:15][C:16]([CH3:19])([CH3:18])[CH3:17])=[O:14])=O)C1C=CC=CC=1.Cl.[H][H]. The catalyst is CO.[OH-].[Pd+2].[OH-]. The product is [NH2:11][C@@H:12]([CH2:20][C:21]1[CH:22]=[CH:23][C:24]([O:27][CH2:28][CH2:29][CH2:30][C:31]([O:33][CH2:34][CH3:35])=[O:32])=[CH:25][CH:26]=1)[C:13]([O:15][C:16]([CH3:18])([CH3:19])[CH3:17])=[O:14]. The yield is 0.900.